From a dataset of Forward reaction prediction with 1.9M reactions from USPTO patents (1976-2016). Predict the product of the given reaction. The product is: [CH2:1]=[CH:2][CH:3]=[CH2:4].[CH2:5]=[CH:6][C:7]1[CH:12]=[CH:11][CH:10]=[CH:9][CH:8]=1. Given the reactants [CH2:1]=[CH:2][CH:3]=[CH2:4].[CH2:5]=[CH:6][C:7]1[CH:12]=[CH:11][CH:10]=[CH:9][CH:8]=1.CN(C)CCN(C)C.C([Li])CCC.CC(C1C(O)=C(C(C)(C)C)C=C(CCC(OCC(COC(CCC2C=C(C(C)(C)C)C(O)=C(C(C)(C)C)C=2)=O)(COC(CCC2C=C(C(C)(C)C)C(O)=C(C(C)(C)C)C=2)=O)COC(CCC2C=C(C(C)(C)C)C(O)=C(C(C)(C)C)C=2)=O)=O)C=1)(C)C, predict the reaction product.